Predict which catalyst facilitates the given reaction. From a dataset of Catalyst prediction with 721,799 reactions and 888 catalyst types from USPTO. The catalyst class is: 1. Reactant: [CH:1]([SiH:4]([CH:6]([CH3:8])[CH3:7])Cl)([CH3:3])[CH3:2].[Cl-].[NH4+].[CH3:11][CH2:12][CH2:13][CH2:14]C. Product: [CH2:11]([SiH:4]([CH:6]([CH3:8])[CH3:7])[CH:1]([CH3:3])[CH3:2])[CH2:12][CH2:13][CH3:14].